This data is from NCI-60 drug combinations with 297,098 pairs across 59 cell lines. The task is: Regression. Given two drug SMILES strings and cell line genomic features, predict the synergy score measuring deviation from expected non-interaction effect. (1) Drug 1: C1=CN(C(=O)N=C1N)C2C(C(C(O2)CO)O)O.Cl. Drug 2: CS(=O)(=O)OCCCCOS(=O)(=O)C. Cell line: SNB-75. Synergy scores: CSS=7.14, Synergy_ZIP=-2.12, Synergy_Bliss=1.17, Synergy_Loewe=-3.49, Synergy_HSA=-0.425. (2) Drug 1: C1=NC2=C(N1)C(=S)N=C(N2)N. Drug 2: COC1=C2C(=CC3=C1OC=C3)C=CC(=O)O2. Cell line: M14. Synergy scores: CSS=36.9, Synergy_ZIP=3.68, Synergy_Bliss=2.50, Synergy_Loewe=-11.7, Synergy_HSA=-0.293. (3) Drug 1: CCC(=C(C1=CC=CC=C1)C2=CC=C(C=C2)OCCN(C)C)C3=CC=CC=C3.C(C(=O)O)C(CC(=O)O)(C(=O)O)O. Drug 2: COC1=NC(=NC2=C1N=CN2C3C(C(C(O3)CO)O)O)N. Cell line: RPMI-8226. Synergy scores: CSS=9.13, Synergy_ZIP=-1.61, Synergy_Bliss=0.243, Synergy_Loewe=5.33, Synergy_HSA=0.0553. (4) Drug 1: C1CCC(C1)C(CC#N)N2C=C(C=N2)C3=C4C=CNC4=NC=N3. Drug 2: CN1CCC(CC1)COC2=C(C=C3C(=C2)N=CN=C3NC4=C(C=C(C=C4)Br)F)OC. Cell line: SK-MEL-28. Synergy scores: CSS=-1.36, Synergy_ZIP=3.78, Synergy_Bliss=6.11, Synergy_Loewe=-2.64, Synergy_HSA=0.766. (5) Drug 1: C1CCC(CC1)NC(=O)N(CCCl)N=O. Drug 2: C(=O)(N)NO. Cell line: NCI/ADR-RES. Synergy scores: CSS=12.8, Synergy_ZIP=-4.24, Synergy_Bliss=-0.515, Synergy_Loewe=-1.14, Synergy_HSA=-0.763. (6) Drug 1: C1CCC(C1)C(CC#N)N2C=C(C=N2)C3=C4C=CNC4=NC=N3. Drug 2: CC1C(C(CC(O1)OC2CC(CC3=C2C(=C4C(=C3O)C(=O)C5=CC=CC=C5C4=O)O)(C(=O)C)O)N)O. Cell line: HOP-62. Synergy scores: CSS=48.5, Synergy_ZIP=5.42, Synergy_Bliss=7.18, Synergy_Loewe=-27.2, Synergy_HSA=6.05. (7) Drug 1: C1=CC(=CC=C1CC(C(=O)O)N)N(CCCl)CCCl.Cl. Drug 2: CN(C(=O)NC(C=O)C(C(C(CO)O)O)O)N=O. Cell line: NCI-H226. Synergy scores: CSS=1.45, Synergy_ZIP=-1.96, Synergy_Bliss=1.34, Synergy_Loewe=-3.28, Synergy_HSA=0.0969. (8) Drug 1: C1=CC(=CC=C1CCCC(=O)O)N(CCCl)CCCl. Drug 2: CC1=CC=C(C=C1)C2=CC(=NN2C3=CC=C(C=C3)S(=O)(=O)N)C(F)(F)F. Cell line: CCRF-CEM. Synergy scores: CSS=38.1, Synergy_ZIP=-5.25, Synergy_Bliss=-14.3, Synergy_Loewe=-17.3, Synergy_HSA=-13.0. (9) Drug 1: CC1=C(C=C(C=C1)C(=O)NC2=CC(=CC(=C2)C(F)(F)F)N3C=C(N=C3)C)NC4=NC=CC(=N4)C5=CN=CC=C5. Drug 2: CCC1(C2=C(COC1=O)C(=O)N3CC4=CC5=C(C=CC(=C5CN(C)C)O)N=C4C3=C2)O.Cl. Cell line: BT-549. Synergy scores: CSS=12.5, Synergy_ZIP=-5.76, Synergy_Bliss=0.542, Synergy_Loewe=-16.0, Synergy_HSA=-1.49.